This data is from Catalyst prediction with 721,799 reactions and 888 catalyst types from USPTO. The task is: Predict which catalyst facilitates the given reaction. Reactant: [CH3:1][Si:2]([CH3:15])([CH3:14])[C:3]#[C:4][CH2:5][CH2:6][O:7][C:8]1[N:13]=[CH:12][CH:11]=CN=1. Product: [CH3:15][Si:2]([CH3:1])([CH3:14])[C:3]1[CH:11]=[CH:12][N:13]=[C:8]2[O:7][CH2:6][CH2:5][C:4]=12. The catalyst class is: 641.